From a dataset of Full USPTO retrosynthesis dataset with 1.9M reactions from patents (1976-2016). Predict the reactants needed to synthesize the given product. (1) The reactants are: C([O:3][C:4](=[O:17])[CH2:5][N:6]1[C:14]2[C:9](=[CH:10][CH:11]=[CH:12][CH:13]=2)[C:8]([CH:15]=[O:16])=[CH:7]1)C.[OH-].[Na+].O. Given the product [CH:15]([C:8]1[C:9]2[C:14](=[CH:13][CH:12]=[CH:11][CH:10]=2)[N:6]([CH2:5][C:4]([OH:17])=[O:3])[CH:7]=1)=[O:16], predict the reactants needed to synthesize it. (2) The reactants are: [Cl:1][C:2]1[CH:3]=[CH:4][C:5]2[NH:11][C:10](=O)[CH:9]([CH2:13][N:14]3[N:18]=[N:17][C:16]([CH2:19][C:20]([O:22][CH2:23][CH3:24])=[O:21])=[N:15]3)[CH2:8][CH:7]([C:25]3[CH:30]=[CH:29][CH:28]=[C:27]([O:31][CH3:32])[C:26]=3[O:33][CH3:34])[C:6]=2[CH:35]=1.COC1C=CC(P2(SP(C3C=CC(OC)=CC=3)(=S)S2)=[S:45])=CC=1. Given the product [Cl:1][C:2]1[CH:3]=[CH:4][C:5]2[NH:11][C:10](=[S:45])[CH:9]([CH2:13][N:14]3[N:18]=[N:17][C:16]([CH2:19][C:20]([O:22][CH2:23][CH3:24])=[O:21])=[N:15]3)[CH2:8][CH:7]([C:25]3[CH:30]=[CH:29][CH:28]=[C:27]([O:31][CH3:32])[C:26]=3[O:33][CH3:34])[C:6]=2[CH:35]=1, predict the reactants needed to synthesize it.